This data is from Full USPTO retrosynthesis dataset with 1.9M reactions from patents (1976-2016). The task is: Predict the reactants needed to synthesize the given product. (1) Given the product [C:44]([C:41]1[CH:40]=[CH:39][C:38]([CH:26]([O:27][C:28]2[CH:33]=[CH:32][C:31]([O:34][CH3:35])=[C:30]([O:36][CH3:37])[CH:29]=2)[CH2:25][CH2:24][CH2:23][N:3]2[CH2:4][CH:5]3[CH:8]([N:9]([CH3:17])[C:10](=[O:16])[O:11][C:12]([CH3:13])([CH3:14])[CH3:15])[CH:1]([CH2:7][CH2:6]3)[CH2:2]2)=[CH:43][CH:42]=1)#[N:45], predict the reactants needed to synthesize it. The reactants are: [CH:1]12[CH:8]([N:9]([CH3:17])[C:10](=[O:16])[O:11][C:12]([CH3:15])([CH3:14])[CH3:13])[CH:5]([CH2:6][CH2:7]1)[CH2:4][NH:3][CH2:2]2.CS(O[CH2:23][CH2:24][CH2:25][CH:26]([C:38]1[CH:43]=[CH:42][C:41]([C:44]#[N:45])=[CH:40][CH:39]=1)[O:27][C:28]1[CH:33]=[CH:32][C:31]([O:34][CH3:35])=[C:30]([O:36][CH3:37])[CH:29]=1)(=O)=O.C(=O)([O-])[O-].[K+].[K+]. (2) Given the product [Cl:26][C:4]1[CH:3]=[C:2]([N:1]2[CH2:28][CH2:29][NH:30][C:31]2=[O:32])[CH:25]=[CH:24][C:5]=1[CH2:6][CH:7]1[CH2:11][CH2:10][N:9]([CH:12]2[CH:13]3[CH2:14][CH:15]4[CH2:16][C:17]([OH:22])([CH2:18][CH:19]2[CH2:20]4)[CH2:21]3)[C:8]1=[O:23], predict the reactants needed to synthesize it. The reactants are: [NH2:1][C:2]1[CH:25]=[CH:24][C:5]([CH2:6][CH:7]2[CH2:11][CH2:10][N:9]([CH:12]3[CH:19]4[CH2:20][CH:15]5[CH2:16][C:17]([OH:22])([CH2:21][CH:13]3[CH2:14]5)[CH2:18]4)[C:8]2=[O:23])=[C:4]([Cl:26])[CH:3]=1.Cl[CH2:28][CH2:29][N:30]=[C:31]=[O:32].C(OCC)(=O)C.O. (3) The reactants are: [C:1]([C:3]1[CH:8]=[CH:7][C:6]([C:9]2[N:13]3[CH:14]=[C:15]([C:18]4[CH:40]=[CH:39][C:21]([C:22]([N:24]5[CH2:29][CH2:28][C:27]([NH:31]C(=O)OC(C)(C)C)([CH3:30])[CH2:26][CH2:25]5)=[O:23])=[CH:20][CH:19]=4)[N:16]=[CH:17][C:12]3=[N:11][CH:10]=2)=[CH:5][CH:4]=1)#[N:2].O1CCOCC1.C(Cl)[Cl:48]. Given the product [ClH:48].[NH2:31][C:27]1([CH3:30])[CH2:26][CH2:25][N:24]([C:22]([C:21]2[CH:20]=[CH:19][C:18]([C:15]3[N:16]=[CH:17][C:12]4[N:13]([C:9]([C:6]5[CH:7]=[CH:8][C:3]([C:1]#[N:2])=[CH:4][CH:5]=5)=[CH:10][N:11]=4)[CH:14]=3)=[CH:40][CH:39]=2)=[O:23])[CH2:29][CH2:28]1, predict the reactants needed to synthesize it. (4) Given the product [C:10]1(=[O:15])[C:9]2=[CH:8][N:7]=[CH:6][CH:5]=[C:4]2[CH2:3][CH2:2][O:1]1, predict the reactants needed to synthesize it. The reactants are: [OH:1][CH2:2][CH2:3][C:4]1[C:9]([C:10]#N)=[CH:8][N:7]=[CH:6][CH:5]=1.CO.C([O-])(O)=[O:15].[Na+]. (5) The reactants are: [NH2:1][C:2]1[C:3]([SH:16])=[N:4][C:5]2[CH2:6][CH2:7][CH:8]([C:12]([CH3:15])([CH3:14])[CH3:13])[CH2:9][C:10]=2[CH:11]=1.C(O[C:20]([S-])=[S:21])C.[K+]. Given the product [C:12]([CH:8]1[CH2:7][CH2:6][C:5]2[N:4]=[C:3]3[S:16][C:20]([SH:21])=[N:1][C:2]3=[CH:11][C:10]=2[CH2:9]1)([CH3:13])([CH3:15])[CH3:14], predict the reactants needed to synthesize it. (6) Given the product [CH:1]([C:5]1[CH:11]=[CH:10][CH:9]=[C:8]([Br:12])[C:6]=1[NH2:7])([CH2:3][CH3:4])[CH3:2], predict the reactants needed to synthesize it. The reactants are: [CH:1]([C:5]1[CH:11]=[CH:10][CH:9]=[CH:8][C:6]=1[NH2:7])([CH2:3][CH3:4])[CH3:2].[Br:12]N1C(=O)CCC1=O. (7) Given the product [CH3:41][N:42]([CH3:47])[CH2:43][C:60]([N:58]([CH3:59])[CH2:57][CH2:4][CH2:5][CH2:6][C:7]([O:9][CH2:10][C@H:11]1[O:15][N:14]=[C:13]([C:16]2[CH:21]=[CH:20][C:19]([C:22]3[CH:27]=[CH:26][C:25]([N:28]4[CH2:32][C@H:31]([CH2:33][N:34]5[CH:38]=[CH:37][N:36]=[N:35]5)[O:30][C:29]4=[O:39])=[CH:24][C:23]=3[F:40])=[CH:18][N:17]=2)[CH2:12]1)=[O:8])=[O:61], predict the reactants needed to synthesize it. The reactants are: CNC[CH2:4][CH2:5][CH2:6][C:7]([O:9][CH2:10][C@H:11]1[O:15][N:14]=[C:13]([C:16]2[CH:21]=[CH:20][C:19]([C:22]3[CH:27]=[CH:26][C:25]([N:28]4[CH2:32][C@H:31]([CH2:33][N:34]5[CH:38]=[CH:37][N:36]=[N:35]5)[O:30][C:29]4=[O:39])=[CH:24][C:23]=3[F:40])=[CH:18][N:17]=2)[CH2:12]1)=[O:8].[CH3:41][N:42]([CH3:47])[CH2:43]C(O)=O.C(N=C=NC(C)C)(C)C.[CH3:57][N:58]([CH:60]=[O:61])[CH3:59].